This data is from Full USPTO retrosynthesis dataset with 1.9M reactions from patents (1976-2016). The task is: Predict the reactants needed to synthesize the given product. (1) Given the product [CH3:12][C:3]1[C:2]2[NH:1][CH:13]=[N:8][C:7]=2[CH:6]=[CH:5][C:4]=1[N+:9]([O-:11])=[O:10], predict the reactants needed to synthesize it. The reactants are: [NH2:1][C:2]1[C:7]([NH2:8])=[CH:6][CH:5]=[C:4]([N+:9]([O-:11])=[O:10])[C:3]=1[CH3:12].[CH:13](O)=O.Cl.[OH-].[NH4+]. (2) Given the product [F:1][C:2]1[C:3]([NH:10][C:11]2[C:16]([C:17]3[N:25]=[CH:24][N:23]=[C:22]4[C:18]=3[N:19]=[CH:20][N:21]4[CH:26]3[CH2:31][CH2:30][CH2:29][CH2:28][O:27]3)=[CH:15][CH:14]=[CH:13][N:12]=2)=[C:4]([F:9])[CH:5]=[CH:6][C:7]=1[NH:8][S:38]([C:36]1[O:37][C:33]([CH3:32])=[CH:34][CH:35]=1)(=[O:40])=[O:39], predict the reactants needed to synthesize it. The reactants are: [F:1][C:2]1[C:7]([NH2:8])=[CH:6][CH:5]=[C:4]([F:9])[C:3]=1[NH:10][C:11]1[C:16]([C:17]2[N:25]=[CH:24][N:23]=[C:22]3[C:18]=2[N:19]=[CH:20][N:21]3[CH:26]2[CH2:31][CH2:30][CH2:29][CH2:28][O:27]2)=[CH:15][CH:14]=[CH:13][N:12]=1.[CH3:32][C:33]1[O:37][C:36]([S:38](Cl)(=[O:40])=[O:39])=[CH:35][CH:34]=1.N1C=CC=CC=1.